From a dataset of Peptide-MHC class II binding affinity with 134,281 pairs from IEDB. Regression. Given a peptide amino acid sequence and an MHC pseudo amino acid sequence, predict their binding affinity value. This is MHC class II binding data. (1) The peptide sequence is RETQISKTNTQTYR. The MHC is DRB1_0401 with pseudo-sequence DRB1_0401. The binding affinity (normalized) is 0.551. (2) The peptide sequence is GEVLNALAYDVPIPG. The MHC is HLA-DQA10101-DQB10501 with pseudo-sequence HLA-DQA10101-DQB10501. The binding affinity (normalized) is 0.769. (3) The peptide sequence is VQTAVDFGNSYIAEM. The MHC is HLA-DQA10501-DQB10303 with pseudo-sequence HLA-DQA10501-DQB10303. The binding affinity (normalized) is 0.425.